From a dataset of Catalyst prediction with 721,799 reactions and 888 catalyst types from USPTO. Predict which catalyst facilitates the given reaction. Reactant: C([O:3][C:4]1[CH:5]=[C:6]([C@H:11]([N:17]2[C:25](=[O:26])[C:24]3[C:19](=[CH:20][CH:21]=[CH:22][C:23]=3[NH:27][C:28](=[O:31])[CH2:29][OH:30])[C:18]2=[O:32])[CH2:12][S:13]([CH3:16])(=[O:15])=[O:14])[CH:7]=[CH:8][C:9]=1[OH:10])C.[Al+3].[Cl-].[Cl-].[Cl-].O. Product: [OH:3][C:4]1[CH:5]=[C:6]([C@H:11]([N:17]2[C:25](=[O:26])[C:24]3[C:19](=[CH:20][CH:21]=[CH:22][C:23]=3[NH:27][C:28](=[O:31])[CH2:29][OH:30])[C:18]2=[O:32])[CH2:12][S:13]([CH3:16])(=[O:14])=[O:15])[CH:7]=[CH:8][C:9]=1[OH:10]. The catalyst class is: 2.